From a dataset of Catalyst prediction with 721,799 reactions and 888 catalyst types from USPTO. Predict which catalyst facilitates the given reaction. (1) Reactant: C[O:2][C:3]1[CH:7]=[CH:6][S:5][C:4]=1[C:8]([C:10]1[CH:15]=[CH:14][C:13]([O:16][C:17]([F:20])([F:19])[F:18])=[CH:12][CH:11]=1)=[O:9].B(Br)(Br)Br.CSC.C(=O)(O)[O-].[Na+]. Product: [OH:2][C:3]1[CH:7]=[CH:6][S:5][C:4]=1[C:8]([C:10]1[CH:11]=[CH:12][C:13]([O:16][C:17]([F:20])([F:18])[F:19])=[CH:14][CH:15]=1)=[O:9]. The catalyst class is: 4. (2) Reactant: [CH3:1][O:2][C:3]1[N:12]=[C:11]([C:13]2[CH:18]=[CH:17][C:16]([C:19]([F:22])([F:21])[F:20])=[CH:15][C:14]=2[O:23][CH3:24])[C:10]2[C:5](=[CH:6][C:7]([S:25](Cl)(=[O:27])=[O:26])=[CH:8][CH:9]=2)[N:4]=1.[S:29]1[CH:33]=[CH:32][N:31]=[C:30]1[NH2:34].CN1C=CN=C1. Product: [NH4+:4].[OH-:2].[CH3:1][O:2][C:3]1[N:12]=[C:11]([C:13]2[CH:18]=[CH:17][C:16]([C:19]([F:22])([F:21])[F:20])=[CH:15][C:14]=2[O:23][CH3:24])[C:10]2[C:5](=[CH:6][C:7]([S:25]([NH:34][C:30]3[S:29][CH:33]=[CH:32][N:31]=3)(=[O:27])=[O:26])=[CH:8][CH:9]=2)[N:4]=1. The catalyst class is: 881.